From a dataset of Catalyst prediction with 721,799 reactions and 888 catalyst types from USPTO. Predict which catalyst facilitates the given reaction. (1) Reactant: [Br:1][C:2]1[C:7]([C:8]([F:11])([F:10])[F:9])=[CH:6][CH:5]=[CH:4][C:3]=1[C:12](=[O:14])[CH3:13].[Se](=O)=O.FC(F)(F)S([O-])(=O)=O.[Yb+3].FC(F)(F)S([O-])(=O)=O.FC(F)(F)S([O-])(=O)=[O:38].[O:43]1CCOC[CH2:44]1. Product: [Br:1][C:2]1[C:7]([C:8]([F:10])([F:11])[F:9])=[CH:6][CH:5]=[CH:4][C:3]=1[CH:12]([OH:14])[C:13]([O:43][CH3:44])=[O:38]. The catalyst class is: 6. (2) The catalyst class is: 214. Reactant: C([O:4][CH2:5][C:6]([CH3:53])([CH3:52])[CH2:7][N:8]1[C:14]2[CH:15]=[CH:16][C:17]([Cl:19])=[CH:18][C:13]=2[C@@H:12]([C:20]2[CH:25]=[CH:24][CH:23]=[C:22]([O:26][CH3:27])[C:21]=2[O:28][CH3:29])[O:11][C@H:10]([CH2:30][C:31]([NH:33][C:34]2[CH:35]=[C:36]([O:47][CH2:48][CH2:49][CH3:50])[C:37]3[O:41][C:40]([C:42]([O:44]C)=[O:43])=[CH:39][C:38]=3[CH:46]=2)=[O:32])[C:9]1=[O:51])(=O)C.[OH-].[Na+].Cl. Product: [Cl:19][C:17]1[CH:16]=[CH:15][C:14]2[N:8]([CH2:7][C:6]([CH3:52])([CH3:53])[CH2:5][OH:4])[C:9](=[O:51])[C@@H:10]([CH2:30][C:31]([NH:33][C:34]3[CH:35]=[C:36]([O:47][CH2:48][CH2:49][CH3:50])[C:37]4[O:41][C:40]([C:42]([OH:44])=[O:43])=[CH:39][C:38]=4[CH:46]=3)=[O:32])[O:11][C@H:12]([C:20]3[CH:25]=[CH:24][CH:23]=[C:22]([O:26][CH3:27])[C:21]=3[O:28][CH3:29])[C:13]=2[CH:18]=1. (3) Reactant: [O-]CC.[Na+].Cl[CH2:6][C:7]1[CH:12]=[CH:11][C:10]([N+:13]([O-:15])=[O:14])=[CH:9][CH:8]=1.[N+:16]([CH:19]([CH3:21])[CH3:20])([O-:18])=[O:17]. Product: [CH3:20][C:19]([N+:16]([O-:18])=[O:17])([CH3:21])[CH2:6][C:7]1[CH:12]=[CH:11][C:10]([N+:13]([O-:15])=[O:14])=[CH:9][CH:8]=1. The catalyst class is: 8. (4) Reactant: C([NH:8][C@H:9]1[CH2:13][O:12][C@@H:11]2[C@H:14]([O:17][Si:18]([C:21]([CH3:24])([CH3:23])[CH3:22])([CH3:20])[CH3:19])[CH2:15][O:16][C@H:10]12)C1C=CC=CC=1. Product: [C:21]([Si:18]([CH3:20])([CH3:19])[O:17][C@H:14]1[C@H:11]2[O:12][CH2:13][C@H:9]([NH2:8])[C@H:10]2[O:16][CH2:15]1)([CH3:24])([CH3:23])[CH3:22]. The catalyst class is: 19. (5) Product: [Cl:1][C:2]1[CH:7]=[C:6]([Cl:8])[CH:5]=[CH:4][C:3]=1[CH:9]1[C:14]2=[N:15][C:16]3[CH:21]=[CH:20][CH:19]=[C:18]([N:22]([CH2:25][CH3:26])[CH2:23][CH3:24])[C:17]=3[N:13]2[CH2:12][CH2:11][CH2:10]1. Reactant: [Cl:1][C:2]1[CH:7]=[C:6]([Cl:8])[CH:5]=[CH:4][C:3]=1[C:9]1[C:14]2=[N:15][C:16]3[CH:21]=[CH:20][CH:19]=[C:18]([N:22]([CH2:25][CH3:26])[CH2:23][CH3:24])[C:17]=3[N:13]2[CH2:12][CH2:11][CH:10]=1. The catalyst class is: 45.